From a dataset of Catalyst prediction with 721,799 reactions and 888 catalyst types from USPTO. Predict which catalyst facilitates the given reaction. (1) Reactant: [N+:1]([C:4]1[CH:9]=[CH:8][C:7]([S:10]([C:13]2[CH:21]=[CH:20][C:19]3[N:18]([CH3:22])[C:17]4[CH2:23][CH:24]5[NH:28][CH:27]([C:16]=4[C:15]=3[C:14]=2[C:29]([O:31][C:32]([CH3:35])([CH3:34])[CH3:33])=[O:30])[CH2:26][CH2:25]5)(=[O:12])=[O:11])=[CH:6][CH:5]=1)([O-])=O.[Cl-].[NH4+]. Product: [NH2:1][C:4]1[CH:5]=[CH:6][C:7]([S:10]([C:13]2[CH:21]=[CH:20][C:19]3[N:18]([CH3:22])[C:17]4[CH2:23][CH:24]5[NH:28][CH:27]([C:16]=4[C:15]=3[C:14]=2[C:29]([O:31][C:32]([CH3:35])([CH3:34])[CH3:33])=[O:30])[CH2:26][CH2:25]5)(=[O:11])=[O:12])=[CH:8][CH:9]=1. The catalyst class is: 190. (2) Reactant: [Cl:1][C:2]1[CH:3]=[C:4]2[C:9](=[CH:10][CH:11]=1)[C:8](=[O:12])[N:7]([C:13]1[CH:14]=[N:15][CH:16]=[C:17]([CH2:19]Cl)[CH:18]=1)[CH2:6][CH2:5]2.C([O-])([O-])=O.[Na+].[Na+].[CH3:27][C:28]1[C:32](B(O)O)=[C:31]([CH3:36])[O:30][N:29]=1.O. Product: [Cl:1][C:2]1[CH:3]=[C:4]2[C:9](=[CH:10][CH:11]=1)[C:8](=[O:12])[N:7]([C:13]1[CH:14]=[N:15][CH:16]=[C:17]([CH2:19][C:32]3[C:28]([CH3:27])=[N:29][O:30][C:31]=3[CH3:36])[CH:18]=1)[CH2:6][CH2:5]2. The catalyst class is: 184. (3) Reactant: [Li+].CC([N-]C(C)C)C.[C:9]1(=[O:14])[CH2:13][CH2:12][CH2:11][CH2:10]1.[CH2:15]([O:17][C:18](=[O:37])[CH:19]([CH:31]1[CH2:36][CH2:35][CH2:34][CH2:33][CH2:32]1)[C:20](N1C2C=CC=CC=2N=N1)=[O:21])[CH3:16]. Product: [CH2:15]([O:17][C:18](=[O:37])[CH:19]([CH:31]1[CH2:36][CH2:35][CH2:34][CH2:33][CH2:32]1)[C:20](=[O:21])[CH:10]1[CH2:11][CH2:12][CH2:13][C:9]1=[O:14])[CH3:16]. The catalyst class is: 1. (4) Reactant: [Cl:1][C:2]1[C:7]([N:8]2[CH2:13][C@@H:12]3[CH2:14][C@H:9]2[CH2:10][N:11]3[CH3:15])=[CH:6][C:5]([C:16]#[N:17])=[CH:4][C:3]=1[NH:18][C:19]1[N:24]=[C:23]([N:25](CC)[CH2:26][C:27]2C=CC(OC)=CC=2)[C:22]2=[N:37][CH:38]=[C:39]([C:40]#[N:41])[N:21]2[N:20]=1.C1(OC)C=CC=CC=1.C(O)(C(F)(F)F)=O. Product: [Cl:1][C:2]1[C:7]([N:8]2[CH2:13][C@@H:12]3[CH2:14][C@H:9]2[CH2:10][N:11]3[CH3:15])=[CH:6][C:5]([C:16]#[N:17])=[CH:4][C:3]=1[NH:18][C:19]1[N:24]=[C:23]([NH:25][CH2:26][CH3:27])[C:22]2=[N:37][CH:38]=[C:39]([C:40]#[N:41])[N:21]2[N:20]=1. The catalyst class is: 344. (5) Reactant: [C:1]([NH:4][C:5]1[CH:9]=[CH:8][NH:7][C:6]=1[C:10]([O:12][CH2:13][CH3:14])=[O:11])(=[O:3])[CH3:2].[Cl:15]N1C(=O)CCC1=O.O. The catalyst class is: 22. Product: [C:1]([NH:4][C:5]1[CH:9]=[C:8]([Cl:15])[NH:7][C:6]=1[C:10]([O:12][CH2:13][CH3:14])=[O:11])(=[O:3])[CH3:2].